From a dataset of Peptide-MHC class I binding affinity with 185,985 pairs from IEDB/IMGT. Regression. Given a peptide amino acid sequence and an MHC pseudo amino acid sequence, predict their binding affinity value. This is MHC class I binding data. (1) The peptide sequence is GLLRVISGVL. The MHC is HLA-A02:03 with pseudo-sequence HLA-A02:03. The binding affinity (normalized) is 0.559. (2) The peptide sequence is QTQTYNIGK. The MHC is HLA-A33:01 with pseudo-sequence HLA-A33:01. The binding affinity (normalized) is 0.273. (3) The peptide sequence is GPRRAAWRI. The MHC is HLA-A11:01 with pseudo-sequence HLA-A11:01. The binding affinity (normalized) is 0.0847. (4) The peptide sequence is FIIFLFILLL. The MHC is HLA-A02:03 with pseudo-sequence HLA-A02:03. The binding affinity (normalized) is 0.520.